Task: Regression. Given a peptide amino acid sequence and an MHC pseudo amino acid sequence, predict their binding affinity value. This is MHC class II binding data.. Dataset: Peptide-MHC class II binding affinity with 134,281 pairs from IEDB (1) The peptide sequence is KLRFTCLSSTGSSCL. The MHC is HLA-DPA10201-DPB11401 with pseudo-sequence HLA-DPA10201-DPB11401. The binding affinity (normalized) is 0.0362. (2) The peptide sequence is SFGIVVAWQVKLLPV. The MHC is HLA-DQA10102-DQB10602 with pseudo-sequence HLA-DQA10102-DQB10602. The binding affinity (normalized) is 0.606.